The task is: Predict the reaction yield, written as a fraction of the theoretical maximum amount of product (1.0 means a 100% yield; for example, 0.34 means a 34% yield).. This data is from Reaction yield outcomes from USPTO patents with 853,638 reactions. The reactants are [C:1]1([C:7]2[CH:15]=[C:14]3[C:10]([CH2:11][C:12](=[O:16])[NH:13]3)=[CH:9][CH:8]=2)[CH:6]=[CH:5][CH:4]=[CH:3][CH:2]=1.[N:17]1([CH2:23][CH2:24][O:25][C:26]2[CH:27]=[C:28]3[C:32](=[CH:33][CH:34]=2)[NH:31][C:30]([CH:35]=O)=[CH:29]3)[CH2:22][CH2:21][O:20][CH2:19][CH2:18]1.N1CCCCC1. The catalyst is C(O)C. The product is [N:17]1([CH2:23][CH2:24][O:25][C:26]2[CH:27]=[C:28]3[C:32](=[CH:33][CH:34]=2)[NH:31][C:30]([CH:35]=[C:11]2[C:10]4[C:14](=[CH:15][C:7]([C:1]5[CH:2]=[CH:3][CH:4]=[CH:5][CH:6]=5)=[CH:8][CH:9]=4)[NH:13][C:12]2=[O:16])=[CH:29]3)[CH2:18][CH2:19][O:20][CH2:21][CH2:22]1. The yield is 0.710.